From a dataset of Catalyst prediction with 721,799 reactions and 888 catalyst types from USPTO. Predict which catalyst facilitates the given reaction. (1) Reactant: [C:1]([CH2:3][NH:4][C:5]([C@@H:7]1[CH2:11][CH2:10][CH2:9][C@H:8]1[C:12](O)=[O:13])=[O:6])#[N:2].CN1CCOCC1.ClC(OCC(C)C)=O.[BH4-].[Na+]. Product: [C:1]([CH2:3][NH:4][C:5]([C@@H:7]1[CH2:11][CH2:10][CH2:9][C@H:8]1[CH2:12][OH:13])=[O:6])#[N:2]. The catalyst class is: 5. (2) Reactant: C[O:2][C:3]([C:5]1[CH:10]=[CH:9][C:8]([CH:11]2[CH2:16][CH2:15][N:14]([C:17]([O:19][CH2:20][C:21]3[CH:26]=[CH:25][CH:24]=[CH:23][CH:22]=3)=[O:18])[CH2:13][CH:12]2[O:27][CH2:28][C:29]2[CH:30]=[CH:31][C:32]3[O:37][CH2:36][C:35](=O)[N:34]([CH2:39][CH2:40][CH2:41][O:42][CH3:43])[C:33]=3[CH:44]=2)=[CH:7][CH:6]=1)=O.B1C2CCCC1CCC2.C(CN)O. Product: [OH:2][CH2:3][C:5]1[CH:6]=[CH:7][C:8]([CH:11]2[CH2:16][CH2:15][N:14]([C:17]([O:19][CH2:20][C:21]3[CH:22]=[CH:23][CH:24]=[CH:25][CH:26]=3)=[O:18])[CH2:13][CH:12]2[O:27][CH2:28][C:29]2[CH:30]=[CH:31][C:32]3[O:37][CH2:36][CH2:35][N:34]([CH2:39][CH2:40][CH2:41][O:42][CH3:43])[C:33]=3[CH:44]=2)=[CH:9][CH:10]=1. The catalyst class is: 7.